Task: Predict the reaction yield, written as a fraction of the theoretical maximum amount of product (1.0 means a 100% yield; for example, 0.34 means a 34% yield).. Dataset: Reaction yield outcomes from USPTO patents with 853,638 reactions (1) The product is [CH3:18][O:19][C:20]1[CH:28]=[C:27]2[C:23]([CH:24]=[N:25][NH:26]2)=[CH:22][C:21]=1[NH:29][C:2]1[C:3]2[C:10]3[CH2:11][CH2:12][CH:13]([N:15]([CH3:17])[CH3:16])[CH2:14][C:9]=3[S:8][C:4]=2[N:5]=[CH:6][N:7]=1. The reactants are Cl[C:2]1[C:3]2[C:10]3[CH2:11][CH2:12][CH:13]([N:15]([CH3:17])[CH3:16])[CH2:14][C:9]=3[S:8][C:4]=2[N:5]=[CH:6][N:7]=1.[CH3:18][O:19][C:20]1[CH:28]=[C:27]2[C:23]([CH:24]=[N:25][NH:26]2)=[CH:22][C:21]=1[NH2:29]. The yield is 0.520. No catalyst specified. (2) The reactants are [CH3:1][N:2]1[CH2:11][CH:10]([C:12]2[CH:17]=[CH:16][C:15]([CH3:18])=[CH:14][CH:13]=2)[C:9]2[C:4](=[CH:5][C:6](B3OC(C)(C)C(C)(C)O3)=[CH:7][CH:8]=2)[CH2:3]1.Cl[C:29]1[N:30]=[N:31][C:32]([CH3:35])=[CH:33][CH:34]=1.C(=O)([O-])[O-].[Cs+].[Cs+]. The catalyst is CN(C=O)C.O.C1C=CC(P(C2C=CC=CC=2)[C-]2C=CC=C2)=CC=1.C1C=CC(P(C2C=CC=CC=2)[C-]2C=CC=C2)=CC=1.Cl[Pd]Cl.[Fe+2]. The product is [CH3:1][N:2]1[CH2:11][CH:10]([C:12]2[CH:13]=[CH:14][C:15]([CH3:18])=[CH:16][CH:17]=2)[C:9]2[C:4](=[CH:5][C:6]([C:29]3[N:30]=[N:31][C:32]([CH3:35])=[CH:33][CH:34]=3)=[CH:7][CH:8]=2)[CH2:3]1. The yield is 0.210.